From a dataset of Forward reaction prediction with 1.9M reactions from USPTO patents (1976-2016). Predict the product of the given reaction. (1) Given the reactants [CH2:1]([C:3]1[C:8]([B:9]2[O:13][C:12]([CH3:15])([CH3:14])[C:11]([CH3:17])([CH3:16])[O:10]2)=[CH:7][CH:6]=[CH:5][C:4]=1[OH:18])[CH3:2].C(=O)([O-])[O-].[K+].[K+].Br[CH2:26][CH2:27][CH2:28][C:29]([O:31][CH2:32][CH3:33])=[O:30], predict the reaction product. The product is: [CH2:1]([C:3]1[C:8]([B:9]2[O:10][C:11]([CH3:17])([CH3:16])[C:12]([CH3:15])([CH3:14])[O:13]2)=[CH:7][CH:6]=[CH:5][C:4]=1[O:18][CH2:26][CH2:27][CH2:28][C:29]([O:31][CH2:32][CH3:33])=[O:30])[CH3:2]. (2) Given the reactants CO.O.[OH:4][C:5]1[CH:6]=[C:7]([C:11]2([CH3:30])[CH2:16][CH2:15][N:14](CC(CC3C=CC=CC=3)C(O)=O)[CH2:13][CH:12]2[CH3:29])[CH:8]=[CH:9][CH:10]=1, predict the reaction product. The product is: [CH3:29][C@@H:12]1[C@@:11]([C:7]2[CH:6]=[C:5]([OH:4])[CH:10]=[CH:9][CH:8]=2)([CH3:30])[CH2:16][CH2:15][NH:14][CH2:13]1. (3) Given the reactants [CH3:1][O:2][C:3]1[CH:12]=[C:11]2[C:6]([CH:7]=[C:8]([C:14]3N=C(CSC4C=CC=CC=4)S[CH:18]=3)[C:9](=[O:13])[NH:10]2)=[CH:5][CH:4]=1.[NH2:27][C:28](=[S:41])[C:29]([CH3:40])([CH3:39])[S:30]([C:33]1[CH:38]=[CH:37][CH:36]=[CH:35][CH:34]=1)(=[O:32])=[O:31], predict the reaction product. The product is: [CH3:1][O:2][C:3]1[CH:12]=[C:11]2[C:6]([CH:7]=[C:8]([C:14]3[N:27]=[C:28]([C:29]([CH3:39])([S:30]([C:33]4[CH:34]=[CH:35][CH:36]=[CH:37][CH:38]=4)(=[O:32])=[O:31])[CH3:40])[S:41][CH:18]=3)[C:9](=[O:13])[NH:10]2)=[CH:5][CH:4]=1. (4) Given the reactants [CH:1]12[CH2:10][CH:5]3[CH2:6][CH:7]([CH2:9][CH:3]([CH2:4]3)[CH2:2]1)[CH2:8]2.[C:11](C(C)=O)([CH3:13])=[O:12], predict the reaction product. The product is: [C:11]([C:1]12[CH2:10][CH:5]3[CH2:6][CH:7]([CH2:9][CH:3]([CH2:4]3)[CH2:2]1)[CH2:8]2)(=[O:12])[CH3:13].[CH:1]12[CH2:10][CH:5]3[CH2:6][CH:7]([CH2:9][CH:3]([CH2:4]3)[CH2:2]1)[CH2:8]2. (5) Given the reactants [Br:1][C:2]1[S:6][C:5]([S:7](Cl)(=[O:9])=[O:8])=[CH:4][CH:3]=1.[NH2:11][C:12]1[CH:17]=[CH:16][N:15]=[CH:14][CH:13]=1, predict the reaction product. The product is: [N:15]1[CH:16]=[CH:17][C:12]([NH:11][S:7]([C:5]2[S:6][C:2]([Br:1])=[CH:3][CH:4]=2)(=[O:9])=[O:8])=[CH:13][CH:14]=1. (6) Given the reactants [C:1]([O:5][C:6]([NH:8][C:9]1[CH:14]=[CH:13][C:12]([CH2:15][CH2:16][CH2:17][O:18][C:19]2[CH:24]=[CH:23][C:22]([CH2:25][C@H:26]([O:32][CH2:33][CH3:34])[C:27]([O:29]CC)=[O:28])=[CH:21][CH:20]=2)=[CH:11][CH:10]=1)=[O:7])([CH3:4])([CH3:3])[CH3:2].[OH-].[Li+], predict the reaction product. The product is: [C:1]([O:5][C:6]([NH:8][C:9]1[CH:10]=[CH:11][C:12]([CH2:15][CH2:16][CH2:17][O:18][C:19]2[CH:20]=[CH:21][C:22]([CH2:25][C@H:26]([O:32][CH2:33][CH3:34])[C:27]([OH:29])=[O:28])=[CH:23][CH:24]=2)=[CH:13][CH:14]=1)=[O:7])([CH3:3])([CH3:4])[CH3:2]. (7) Given the reactants [CH3:1][O:2][CH2:3][C:4]#[N:5].[ClH:6].[CH2:7]([OH:9])[CH3:8], predict the reaction product. The product is: [ClH:6].[CH3:1][O:2][CH2:3][C:4](=[NH:5])[O:9][CH2:7][CH3:8]. (8) Given the reactants C(N(CC)CC)C.[N:8]1[CH:13]=[CH:12][CH:11]=[CH:10][C:9]=1[C:14](Cl)=[O:15].C(Cl)(Cl)Cl.[NH2:21][C:22]1[CH:34]=[CH:33][C:32]([O:35][C:36]2[CH:37]=[N:38][C:39]([C:42]3[N:46]=[C:45]([CH3:47])[O:44][N:43]=3)=[CH:40][CH:41]=2)=[CH:31][C:23]=1[CH2:24][N:25]1[CH2:29][CH2:28][CH2:27][C:26]1=[O:30], predict the reaction product. The product is: [CH3:47][C:45]1[O:44][N:43]=[C:42]([C:39]2[N:38]=[CH:37][C:36]([O:35][C:32]3[CH:33]=[CH:34][C:22]([NH:21][C:14]([C:9]4[CH:10]=[CH:11][CH:12]=[CH:13][N:8]=4)=[O:15])=[C:23]([CH2:24][N:25]4[CH2:29][CH2:28][CH2:27][C:26]4=[O:30])[CH:31]=3)=[CH:41][CH:40]=2)[N:46]=1. (9) Given the reactants NC1C(C2C=CC(C(NC3C=CC(C(C)(C)C)=CC=3)=O)=CC=2)=NC=CC=1.[CH:27]([C:30]1[CH:31]=[C:32](B(O)O)[CH:33]=[CH:34][CH:35]=1)([CH3:29])[CH3:28].CO[C:41](=[O:49])[C:42]1[CH:47]=[CH:46][C:45](Cl)=[N:44][CH:43]=1.[O:50]1[C:55]2[CH:56]=[CH:57][C:58]([NH2:60])=[CH:59][C:54]=2[O:53][CH2:52][CH2:51]1, predict the reaction product. The product is: [O:50]1[C:55]2[CH:56]=[CH:57][C:58]([NH:60][C:41](=[O:49])[C:42]3[CH:47]=[CH:46][C:45]([C:32]4[CH:33]=[CH:34][CH:35]=[C:30]([CH:27]([CH3:29])[CH3:28])[CH:31]=4)=[N:44][CH:43]=3)=[CH:59][C:54]=2[O:53][CH2:52][CH2:51]1. (10) Given the reactants [OH:1][CH2:2][CH2:3][O:4][CH2:5][CH2:6][NH:7][C:8]([C:10]1[C:11]([CH3:52])=[C:12]2[CH:33]=[C:31]3[N:32]=[C:28]([C:29]([CH3:36])=[C:30]3[CH2:34][CH3:35])[CH:27]=[C:25]3[NH:26][C:22]([C:23]([CH3:39])=[C:24]3[CH:37]=[CH2:38])=[CH:21][C:19]3=[N:20][C:16]([CH:17]([CH2:41][CH2:42][C:43]([O:45][CH3:46])=[O:44])[CH:18]3[CH3:40])=[C:15]([CH2:47][C:48]([O:50][CH3:51])=[O:49])[C:14]=1[NH:13]2)=[O:9].N1C=CC=CC=1.[C:59](OC(=O)C)(=[O:61])[CH3:60].O, predict the reaction product. The product is: [C:59]([O:1][CH2:2][CH2:3][O:4][CH2:5][CH2:6][NH:7][C:8]([C:10]1[C:11]([CH3:52])=[C:12]2[CH:33]=[C:31]3[N:32]=[C:28]([C:29]([CH3:36])=[C:30]3[CH2:34][CH3:35])[CH:27]=[C:25]3[NH:26][C:22]([C:23]([CH3:39])=[C:24]3[CH:37]=[CH2:38])=[CH:21][C:19]3=[N:20][C:16]([CH:17]([CH2:41][CH2:42][C:43]([O:45][CH3:46])=[O:44])[CH:18]3[CH3:40])=[C:15]([CH2:47][C:48]([O:50][CH3:51])=[O:49])[C:14]=1[NH:13]2)=[O:9])(=[O:61])[CH3:60].